This data is from Full USPTO retrosynthesis dataset with 1.9M reactions from patents (1976-2016). The task is: Predict the reactants needed to synthesize the given product. (1) Given the product [N:1]1([CH2:32][C:27]2[CH:26]=[C:25]3[C:30]([CH:31]=[C:23]([C:21]([OH:22])=[O:20])[NH:24]3)=[CH:29][CH:28]=2)[CH:5]=[CH:4][CH:3]=[N:2]1, predict the reactants needed to synthesize it. The reactants are: [NH:1]1[CH:5]=[CH:4][CH:3]=[N:2]1.CN1CCNCC1.N1C=CN=C1.C([O:20][C:21]([C:23]1[NH:24][C:25]2[C:30]([CH:31]=1)=[CH:29][CH:28]=[C:27]([CH3:32])[CH:26]=2)=[O:22])C.C(CNC([C@@H]1CCCC[C@@H]1NC(C1NC2C(C=1)=CC=C(CN1C=CC=N1)C=2)=O)=O)#N.C(CNC([C@@H]1CCCC[C@@H]1NC(C1NC2C(C=1)=CC=C(CN1CCN(C)CC1)C=2)=O)=O)#N. (2) Given the product [Br:20][C:5]1[C:6]([NH:9][C@@H:10]2[C@@H:15]3[CH2:16][C@@H:12]([CH:13]=[CH:14]3)[C@@H:11]2[C:17]([NH2:19])=[O:18])=[C:7]2[N:8]=[C:26]([C:25]3[CH:28]=[CH:29][C:22]([F:21])=[CH:23][CH:24]=3)[NH:1][C:2]2=[N:3][CH:4]=1, predict the reactants needed to synthesize it. The reactants are: [NH2:1][C:2]1[C:7]([NH2:8])=[C:6]([NH:9][C@@H:10]2[C@@H:15]3[CH2:16][C@@H:12]([CH:13]=[CH:14]3)[C@@H:11]2[C:17]([NH2:19])=[O:18])[C:5]([Br:20])=[CH:4][N:3]=1.[F:21][C:22]1[CH:29]=[CH:28][C:25]([CH:26]=O)=[CH:24][CH:23]=1.C([O-])(=O)C.[NH4+].